Dataset: Reaction yield outcomes from USPTO patents with 853,638 reactions. Task: Predict the reaction yield, written as a fraction of the theoretical maximum amount of product (1.0 means a 100% yield; for example, 0.34 means a 34% yield). (1) The reactants are Br[C:2]1[CH:10]=[C:6]([C:7]([OH:9])=[O:8])[C:5]([OH:11])=[CH:4][CH:3]=1.[C:12]1(OB(O)O)[CH:17]=[CH:16][CH:15]=[CH:14][CH:13]=1.C(=O)([O-])[O-].[K+].[K+].C(OC(=O)C)C.Cl. The catalyst is O. The product is [C:12]1([C:2]2[CH:10]=[C:6]([C:7]([OH:9])=[O:8])[C:5]([OH:11])=[CH:4][CH:3]=2)[CH:17]=[CH:16][CH:15]=[CH:14][CH:13]=1. The yield is 0.870. (2) The reactants are [CH3:1][C:2]1[C:3]([C:7]([O:9][CH2:10][CH3:11])=[O:8])=[CH:4][NH:5][CH:6]=1.C1C(=O)N([Br:19])C(=O)C1. The catalyst is C1COCC1. The product is [Br:19][C:6]1[NH:5][CH:4]=[C:3]([C:7]([O:9][CH2:10][CH3:11])=[O:8])[C:2]=1[CH3:1]. The yield is 0.860. (3) The reactants are O=[C:2]1[O:7][C:6]([C:8]2[CH:13]=[CH:12][CH:11]=[CH:10][C:9]=2[O:14]C(=O)C)=[N:5][C:4]2[CH:18]=[CH:19][CH:20]=[CH:21][C:3]1=2.[Cl:22][C:23]1[CH:28]=[CH:27][C:26]([CH2:29][CH2:30][NH2:31])=[CH:25][CH:24]=1. No catalyst specified. The product is [Cl:22][C:23]1[CH:28]=[CH:27][C:26]([CH2:29][CH2:30][N:31]2[C:2](=[O:7])[C:3]3[C:4](=[CH:18][CH:19]=[CH:20][CH:21]=3)[N:5]=[C:6]2[C:8]2[CH:13]=[CH:12][CH:11]=[CH:10][C:9]=2[OH:14])=[CH:25][CH:24]=1. The yield is 0.600. (4) The reactants are [CH3:1][C:2]([OH:26])([CH3:25])[CH2:3][O:4][C:5]1[CH:14]=[C:13]2[C:8]([C:9]([O:15][C:16]3[CH:21]=[CH:20][C:19]([N+:22]([O-])=O)=[CH:18][CH:17]=3)=[CH:10][CH:11]=[N:12]2)=[CH:7][CH:6]=1.C(O[K])=O. The catalyst is O.C1COCC1.[Pd]. The product is [NH2:22][C:19]1[CH:20]=[CH:21][C:16]([O:15][C:9]2[C:8]3[C:13](=[CH:14][C:5]([O:4][CH2:3][C:2]([CH3:25])([OH:26])[CH3:1])=[CH:6][CH:7]=3)[N:12]=[CH:11][CH:10]=2)=[CH:17][CH:18]=1. The yield is 0.977. (5) The reactants are [CH2:1]([O:4][NH:5][C@H:6]1[CH2:11][NH:10][C@H:9]([C:12]([NH2:14])=[O:13])[CH:8]=[C:7]1[CH2:15][O:16][CH3:17])[CH:2]=[CH2:3].C(N(C(C)C)C(C)C)C.Cl[C:28](Cl)([O:30]C(=O)OC(Cl)(Cl)Cl)Cl. The catalyst is C(#N)C.CCOC(C)=O. The product is [CH2:1]([O:4][N:5]1[C:28](=[O:30])[N:10]2[CH2:11][C@H:6]1[C:7]([CH2:15][O:16][CH3:17])=[CH:8][C@H:9]2[C:12]([NH2:14])=[O:13])[CH:2]=[CH2:3]. The yield is 0.340.